Predict which catalyst facilitates the given reaction. From a dataset of Catalyst prediction with 721,799 reactions and 888 catalyst types from USPTO. (1) Reactant: Br[CH2:2][C:3]1[CH:8]=[CH:7][C:6]([C:9]([N:11]2[CH2:15][CH2:14][CH2:13][CH2:12]2)=[O:10])=[CH:5][CH:4]=1.[F:16][C:17]([F:28])([F:27])[C:18]1[C:26]2[CH2:25][CH2:24][CH2:23][CH2:22][C:21]=2[NH:20][N:19]=1.C(=O)([O-])[O-].[K+].[K+]. Product: [N:11]1([C:9]([C:6]2[CH:7]=[CH:8][C:3]([CH2:2][N:20]3[C:21]4[CH2:22][CH2:23][CH2:24][CH2:25][C:26]=4[C:18]([C:17]([F:16])([F:28])[F:27])=[N:19]3)=[CH:4][CH:5]=2)=[O:10])[CH2:15][CH2:14][CH2:13][CH2:12]1. The catalyst class is: 9. (2) Reactant: [Cl:1][C:2]1[C:3]2[C:11]([CH:12]([CH3:14])[CH3:13])=[CH:10][NH:9][C:4]=2[N:5]=[C:6]([NH2:8])[N:7]=1.Cl[CH2:16][C:17]1[C:22]([CH3:23])=[C:21]([O:24][CH3:25])[C:20]([CH3:26])=[CH:19][N:18]=1.C([O-])([O-])=O.[K+].[K+]. Product: [Cl:1][C:2]1[C:3]2[C:11]([CH:12]([CH3:14])[CH3:13])=[CH:10][N:9]([CH2:16][C:17]3[C:22]([CH3:23])=[C:21]([O:24][CH3:25])[C:20]([CH3:26])=[CH:19][N:18]=3)[C:4]=2[N:5]=[C:6]([NH2:8])[N:7]=1. The catalyst class is: 3. (3) Reactant: [CH3:1][O:2][C:3]1[CH:4]=[C:5]2[C:10](=[CH:11][C:12]=1[O:13][CH3:14])[N:9]=[CH:8][CH:7]=[C:6]2[O:15][C:16]1[CH:22]=[CH:21][C:19]([NH2:20])=[CH:18][CH:17]=1.Cl[C:24](Cl)([O:26][C:27](=[O:33])OC(Cl)(Cl)Cl)Cl.[CH2:35]([N:37]([CH2:42][CH3:43])[CH2:38][CH2:39]CO)[CH3:36].C(=O)(O)[O-].[Na+]. Product: [CH3:1][O:2][C:3]1[CH:4]=[C:5]2[C:10](=[CH:11][C:12]=1[O:13][CH3:14])[N:9]=[CH:8][CH:7]=[C:6]2[O:15][C:16]1[CH:22]=[CH:21][C:19]([NH:20][C:27](=[O:33])[O:26][CH2:24][CH2:36][CH2:35][N:37]([CH2:42][CH3:43])[CH2:38][CH3:39])=[CH:18][CH:17]=1. The catalyst class is: 208. (4) Reactant: [F:1][C:2]([F:13])([F:12])[C:3]1[CH:4]=[C:5](B(O)O)[CH:6]=[CH:7][CH:8]=1.COC1C=CC=C(OC)C=1C1C=CC=CC=1P(C1CCCCC1)C1CCCCC1.P([O-])([O-])([O-])=O.[K+].[K+].[K+].Cl[C:52]1[CH:57]=[CH:56][C:55]([N:58]2[C:67]3[C:62](=[CH:63][C:64]([S:68]([NH:71][C:72]4[CH:76]=[CH:75][O:74][N:73]=4)(=[O:70])=[O:69])=[CH:65][CH:66]=3)[CH:61]=[CH:60][C:59]2=[O:77])=[CH:54][CH:53]=1. Product: [O:74]1[CH:75]=[CH:76][C:72]([NH:71][S:68]([C:64]2[CH:63]=[C:62]3[C:67](=[CH:66][CH:65]=2)[N:58]([C:55]2[CH:54]=[CH:53][C:52]([C:5]4[CH:6]=[CH:7][CH:8]=[C:3]([C:2]([F:13])([F:12])[F:1])[CH:4]=4)=[CH:57][CH:56]=2)[C:59](=[O:77])[CH:60]=[CH:61]3)(=[O:70])=[O:69])=[N:73]1. The catalyst class is: 38. (5) Reactant: [NH2:1][C:2]([C:4]1[CH:5]=[N:6][C:7]2[C:12]([C:13]=1[NH:14][C:15]1[CH:16]=[C:17]([CH:23]=[CH:24][CH:25]=1)[C:18]([O:20][CH2:21][CH3:22])=[O:19])=[CH:11][CH:10]=[C:9](Br)[CH:8]=2)=[O:3].[CH3:27][O:28][C:29]1[C:34](B(O)O)=[CH:33][CH:32]=[C:31]([O:38][CH3:39])[N:30]=1.C(=O)([O-])[O-].[K+].[K+]. Product: [NH2:1][C:2]([C:4]1[CH:5]=[N:6][C:7]2[C:12]([C:13]=1[NH:14][C:15]1[CH:16]=[C:17]([CH:23]=[CH:24][CH:25]=1)[C:18]([O:20][CH2:21][CH3:22])=[O:19])=[CH:11][CH:10]=[C:9]([C:34]1[C:29]([O:28][CH3:27])=[N:30][C:31]([O:38][CH3:39])=[CH:32][CH:33]=1)[CH:8]=2)=[O:3]. The catalyst class is: 70. (6) Reactant: Cl[C:2]1[C:11]2[C:6](=[CH:7][C:8]([O:14][CH3:15])=[C:9]([O:12][CH3:13])[CH:10]=2)[N:5]=[CH:4][CH:3]=1.[OH2:16].Cl[C:18]1[CH:23]=[CH:22][CH:21]=[CH:20][C:19]=1Cl. Product: [CH3:13][O:12][C:9]1[CH:10]=[C:11]2[C:6](=[CH:7][C:8]=1[O:14][CH3:15])[N:5]=[CH:4][CH:3]=[C:2]2[O:16][C:22]1[CH:21]=[CH:20][C:19]2[C:18](=[CH:11][CH:2]=[CH:3][CH:4]=2)[CH:23]=1. The catalyst class is: 277. (7) Reactant: [F:1][C:2]1[C:10]2[C:5](=[CH:6][C:7]([C:11]([O:13][CH3:14])=[O:12])=[CH:8][CH:9]=2)[NH:4][CH:3]=1.[O-]P([O-])([O-])=O.[K+].[K+].[K+].[F:23][C:24]1[CH:29]=[CH:28][C:27](I)=[CH:26][CH:25]=1.CNC1CCCCC1NC. Product: [F:1][C:2]1[C:10]2[C:5](=[CH:6][C:7]([C:11]([O:13][CH3:14])=[O:12])=[CH:8][CH:9]=2)[N:4]([C:27]2[CH:28]=[CH:29][C:24]([F:23])=[CH:25][CH:26]=2)[CH:3]=1. The catalyst class is: 509. (8) Product: [ClH:24].[NH:20]1[CH:21]=[CH:22][CH:23]=[C:19]1[C:17]1[O:16][N:15]=[C:14]([C@H:10]2[CH2:11][CH2:12][CH2:13][NH:8][CH2:9]2)[N:18]=1. Reactant: C(OC([N:8]1[CH2:13][CH2:12][CH2:11][C@H:10]([C:14]2[N:18]=[C:17]([C:19]3[NH:20][CH:21]=[CH:22][CH:23]=3)[O:16][N:15]=2)[CH2:9]1)=O)(C)(C)C.[Cl:24]CCl. The catalyst class is: 33.